Task: Predict the reaction yield, written as a fraction of the theoretical maximum amount of product (1.0 means a 100% yield; for example, 0.34 means a 34% yield).. Dataset: Reaction yield outcomes from USPTO patents with 853,638 reactions (1) The reactants are [CH3:1][O:2][C:3]1[CH:4]=[C:5]2[C:10](=[CH:11][C:12]=1[O:13][CH3:14])[N:9]=[CH:8][CH:7]=[C:6]2[O:15][C:16]1[CH:21]=[CH:20][C:19]([NH:22][CH2:23][C:24]2[CH:29]=[CH:28][CH:27]=[CH:26][C:25]=2[NH2:30])=[CH:18][CH:17]=1.[C:31](N1C=CN=C1)(N1C=CN=C1)=[O:32]. The catalyst is CN(C)C=O.O1CCCC1.O. The product is [NH:30]1[C:25]2[C:24](=[CH:29][CH:28]=[CH:27][CH:26]=2)[CH2:23][N:22]([C:19]2[CH:18]=[CH:17][C:16]([O:15][C:6]3[C:5]4[C:10](=[CH:11][C:12]([O:13][CH3:14])=[C:3]([O:2][CH3:1])[CH:4]=4)[N:9]=[CH:8][CH:7]=3)=[CH:21][CH:20]=2)[C:31]1=[O:32]. The yield is 0.0705. (2) The reactants are C[O:2][C:3](=O)[C:4]1[CH:9]=[C:8]([C:10]2[CH:15]=[CH:14][CH:13]=[C:12]([Cl:16])[CH:11]=2)[CH:7]=[N:6][CH:5]=1.[BH4-].[Na+]. The catalyst is C(O)C. The product is [Cl:16][C:12]1[CH:11]=[C:10]([C:8]2[CH:9]=[C:4]([CH2:3][OH:2])[CH:5]=[N:6][CH:7]=2)[CH:15]=[CH:14][CH:13]=1. The yield is 0.260.